This data is from Forward reaction prediction with 1.9M reactions from USPTO patents (1976-2016). The task is: Predict the product of the given reaction. Given the reactants [CH2:1]([O:3][C:4]([CH:6]1[C:11](=[O:12])[NH:10][N:9]=[CH:8][NH:7]1)=[O:5])[CH3:2].C(OC1C(OC(=O)C)=C(I=O)C=CC=1)(=O)C, predict the reaction product. The product is: [CH2:1]([O:3][C:4]([C:6]1[C:11](=[O:12])[NH:10][N:9]=[CH:8][N:7]=1)=[O:5])[CH3:2].